From a dataset of Reaction yield outcomes from USPTO patents with 853,638 reactions. Predict the reaction yield, written as a fraction of the theoretical maximum amount of product (1.0 means a 100% yield; for example, 0.34 means a 34% yield). (1) The reactants are [N:1]([O-])=O.[Na+].[Br:5][C:6]1[CH:7]=[C:8]([CH:10]=[CH:11][C:12]=1[F:13])[NH2:9].O.O.[Cl:16][Sn]Cl. The catalyst is Cl. The product is [ClH:16].[Br:5][C:6]1[CH:7]=[C:8]([NH:9][NH2:1])[CH:10]=[CH:11][C:12]=1[F:13]. The yield is 0.420. (2) The reactants are N1C=CC=CC=1.[Cl:7][C:8]1[C:13]([NH2:14])=[C:12]([CH3:15])[CH:11]=[CH:10][N:9]=1.[Cl:16][C:17]1[N:25]=[CH:24][CH:23]=[CH:22][C:18]=1[C:19](Cl)=[O:20]. The catalyst is C(#N)C.O.C(=O)([O-])[O-].[Na+].[Na+]. The product is [Cl:16][C:17]1[N:25]=[CH:24][CH:23]=[CH:22][C:18]=1[C:19]([NH:14][C:13]1[C:8]([Cl:7])=[N:9][CH:10]=[CH:11][C:12]=1[CH3:15])=[O:20]. The yield is 0.790. (3) The reactants are [CH2:1]([C@H:8]([NH:13][C:14](=[O:55])[C@H:15]([CH2:44][CH2:45][CH2:46][CH2:47][NH:48][C:49](=[O:54])[C:50]([F:53])([F:52])[F:51])[NH:16][C:17](=[O:43])[CH2:18][NH:19][C:20](=[O:42])[C@H:21]([CH2:38][CH:39]([CH3:41])[CH3:40])[NH:22][C:23](=[O:37])[CH2:24][CH2:25][CH2:26][CH2:27][CH2:28][NH:29]C(=O)OC(C)(C)C)[C:9](=[O:12])[NH:10][CH3:11])[C:2]1[CH:7]=[CH:6][CH:5]=[CH:4][CH:3]=1.Cl. The catalyst is O1CCOCC1. The product is [NH2:29][CH2:28][CH2:27][CH2:26][CH2:25][CH2:24][C:23]([NH:22][C@@H:21]([CH2:38][CH:39]([CH3:41])[CH3:40])[C:20]([NH:19][CH2:18][C:17]([NH:16][C@@H:15]([CH2:44][CH2:45][CH2:46][CH2:47][NH:48][C:49](=[O:54])[C:50]([F:52])([F:53])[F:51])[C:14]([NH:13][C@@H:8]([CH2:1][C:2]1[CH:7]=[CH:6][CH:5]=[CH:4][CH:3]=1)[C:9]([NH:10][CH3:11])=[O:12])=[O:55])=[O:43])=[O:42])=[O:37]. The yield is 1.00. (4) The reactants are [CH3:1][CH:2]([CH2:7][C@H:8]([C@@H:10]1[C@:27]2([CH3:28])[C@H:13]([C@H:14]3[C@H:24]([CH2:25][CH2:26]2)[C@:22]2([CH3:23])[C@@H:17]([CH2:18][C@H:19]([OH:29])[CH2:20][CH2:21]2)[CH2:16][C@H:15]3[OH:30])[CH2:12][CH2:11]1)[CH3:9])[C:3]([O:5]C)=[O:4].[OH-].[Na+].Cl. The catalyst is CO. The product is [CH3:1][C@@H:2]([CH2:7][C@H:8]([C@@H:10]1[C@:27]2([CH3:28])[C@H:13]([C@H:14]3[C@H:24]([CH2:25][CH2:26]2)[C@:22]2([CH3:23])[C@@H:17]([CH2:18][C@H:19]([OH:29])[CH2:20][CH2:21]2)[CH2:16][C@H:15]3[OH:30])[CH2:12][CH2:11]1)[CH3:9])[C:3]([OH:5])=[O:4].[CH3:1][C@H:2]([CH2:7][C@H:8]([C@@H:10]1[C@:27]2([CH3:28])[C@H:13]([C@H:14]3[C@H:24]([CH2:25][CH2:26]2)[C@:22]2([CH3:23])[C@@H:17]([CH2:18][C@H:19]([OH:29])[CH2:20][CH2:21]2)[CH2:16][C@H:15]3[OH:30])[CH2:12][CH2:11]1)[CH3:9])[C:3]([OH:5])=[O:4]. The yield is 0.650. (5) The reactants are [P:1]([O-:42])([O-:41])([O:3][C:4](C(C)(C)C)(C(C)(C)C)[N:5]1[CH:10]=[CH:9][C:8]([NH:11][C:12](=[O:31])[C:13]2[CH:18]=[C:17]([Cl:19])[C:16]([Cl:20])=[CH:15][C:14]=2[O:21][C:22]2[CH:27]=[CH:26][C:25]([F:28])=[CH:24][C:23]=2[O:29][CH3:30])=[CH:7][C:6]1=[O:32])=[O:2].CC(O)=O. The catalyst is CC#N.O. The product is [P:1]([OH:41])([OH:42])([O:3][CH2:4][N:5]1[CH:10]=[CH:9][C:8]([NH:11][C:12](=[O:31])[C:13]2[CH:18]=[C:17]([Cl:19])[C:16]([Cl:20])=[CH:15][C:14]=2[O:21][C:22]2[CH:27]=[CH:26][C:25]([F:28])=[CH:24][C:23]=2[O:29][CH3:30])=[CH:7][C:6]1=[O:32])=[O:2]. The yield is 0.546. (6) The reactants are [CH:1]1([C:5]([NH:7][C:8]2[CH:13]=[CH:12][C:11]([CH:14]3[C:23]([CH3:25])([CH3:24])[CH2:22][C:21]4[C:16](=[CH:17][CH:18]=[C:19]([C:26]([O:28]C)=[O:27])[CH:20]=4)[NH:15]3)=[CH:10][CH:9]=2)=[O:6])[CH2:4][CH2:3][CH2:2]1.[OH-].[Na+]. The catalyst is CO.O. The product is [CH:1]1([C:5]([NH:7][C:8]2[CH:13]=[CH:12][C:11]([CH:14]3[C:23]([CH3:25])([CH3:24])[CH2:22][C:21]4[C:16](=[CH:17][CH:18]=[C:19]([C:26]([OH:28])=[O:27])[CH:20]=4)[NH:15]3)=[CH:10][CH:9]=2)=[O:6])[CH2:4][CH2:3][CH2:2]1. The yield is 0.840. (7) The reactants are Cl[C:2]1[CH:7]=[CH:6][N:5]=[C:4]([S:8]([CH3:11])(=[O:10])=[O:9])[N:3]=1.S1C(C2C=C(N)C=C3C=2N[N:23]=C3)=CC2C=CC=CC1=2.CCN(CC)CC. The catalyst is COCCOC. The product is [CH3:11][S:8]([C:4]1[N:3]=[C:2]([NH2:23])[CH:7]=[CH:6][N:5]=1)(=[O:10])=[O:9]. The yield is 0.360.